This data is from Full USPTO retrosynthesis dataset with 1.9M reactions from patents (1976-2016). The task is: Predict the reactants needed to synthesize the given product. (1) Given the product [F:1][C:2]1[CH:3]=[CH:4][C:5]([CH:8]2[CH2:13][C:12](=[O:14])[CH2:11][CH2:10][N:9]2[C:15]([O:17][C:18]2[CH:19]=[CH:20][CH:21]=[CH:22][CH:23]=2)=[O:16])=[CH:6][CH:7]=1, predict the reactants needed to synthesize it. The reactants are: [F:1][C:2]1[CH:7]=[CH:6][C:5]([CH:8]2[CH2:13][C:12](=[O:14])[CH:11]=[CH:10][N:9]2[C:15]([O:17][C:18]2[CH:23]=[CH:22][CH:21]=[CH:20][CH:19]=2)=[O:16])=[CH:4][CH:3]=1. (2) Given the product [Cl:1][C:2]1[C:3]([N+:9]([O-:11])=[O:10])=[C:4]([NH:5][C:22](=[O:23])[CH2:21][O:20][CH3:19])[CH:6]=[CH:7][CH:8]=1, predict the reactants needed to synthesize it. The reactants are: [Cl:1][C:2]1[C:3]([N+:9]([O-:11])=[O:10])=[C:4]([CH:6]=[CH:7][CH:8]=1)[NH2:5].C(N(CC)CC)C.[CH3:19][O:20][CH2:21][C:22](Cl)=[O:23].Cl. (3) The reactants are: [Cl:1][C:2]1[CH:7]=[CH:6][C:5]([C:8](=[O:10])[CH3:9])=[CH:4][CH:3]=1.C(O[CH:16](N(C)C)[N:17]([CH3:19])[CH3:18])(C)(C)C. Given the product [CH3:16][N:17]([CH:19]=[CH:9][C:8]([C:5]1[CH:6]=[CH:7][C:2]([Cl:1])=[CH:3][CH:4]=1)=[O:10])[CH3:18], predict the reactants needed to synthesize it. (4) Given the product [CH3:11][N:4]1[C:5]2[C:10](=[CH:9][CH:8]=[CH:7][CH:6]=2)[C:2]([C:5]2[CH:10]=[CH:9][C:15]([CH3:16])=[CH:7][CH:6]=2)=[CH:3]1, predict the reactants needed to synthesize it. The reactants are: Br[C:2]1[C:10]2[C:5](=[CH:6][CH:7]=[CH:8][CH:9]=2)[N:4]([CH3:11])[CH:3]=1.CCO[CH2:15][CH3:16].[NH4+].[Cl-]. (5) Given the product [O:1]([C:2]1[CH:3]=[C:4]2[C:9](=[CH:10][CH:11]=1)[CH2:8][CH:7]([C:12]([O:14][CH3:15])=[O:13])[CH2:6][CH2:5]2)[C:16]1[CH:21]=[CH:20][CH:19]=[CH:18][CH:17]=1, predict the reactants needed to synthesize it. The reactants are: [OH:1][C:2]1[CH:3]=[C:4]2[C:9](=[CH:10][CH:11]=1)[CH2:8][CH:7]([C:12]([O:14][CH3:15])=[O:13])[CH2:6][CH2:5]2.[C:16]1(B(O)O)[CH:21]=[CH:20][CH:19]=[CH:18][CH:17]=1.CCN(CC)CC.